Dataset: Reaction yield outcomes from USPTO patents with 853,638 reactions. Task: Predict the reaction yield, written as a fraction of the theoretical maximum amount of product (1.0 means a 100% yield; for example, 0.34 means a 34% yield). The reactants are [CH3:1][Si:2]([CH3:11])([CH3:10])[C:3]#[C:4][CH2:5][CH2:6][CH:7]1[CH2:9][O:8]1.C(O)(=O)C.[Li+].[Br-:17]. The product is [Br:17][CH2:9][CH:7]([OH:8])[CH2:6][CH2:5][C:4]#[C:3][Si:2]([CH3:11])([CH3:10])[CH3:1]. The yield is 0.380. The catalyst is C1COCC1.